Dataset: Peptide-MHC class I binding affinity with 185,985 pairs from IEDB/IMGT. Task: Regression. Given a peptide amino acid sequence and an MHC pseudo amino acid sequence, predict their binding affinity value. This is MHC class I binding data. (1) The peptide sequence is KMKDPKMYH. The MHC is HLA-A23:01 with pseudo-sequence HLA-A23:01. The binding affinity (normalized) is 0.0847. (2) The peptide sequence is SLILLECFVR. The binding affinity (normalized) is 0.0406. The MHC is H-2-Kb with pseudo-sequence H-2-Kb. (3) The peptide sequence is KLVAMGINAV. The MHC is HLA-A68:02 with pseudo-sequence HLA-A68:02. The binding affinity (normalized) is 0.147. (4) The peptide sequence is EEVAIILASF. The MHC is HLA-B18:01 with pseudo-sequence HLA-B18:01. The binding affinity (normalized) is 0.568. (5) The peptide sequence is STLLFLSI. The MHC is H-2-Db with pseudo-sequence H-2-Db. The binding affinity (normalized) is 0.0802. (6) The peptide sequence is LPPFTQHLL. The MHC is HLA-B07:02 with pseudo-sequence HLA-B07:02. The binding affinity (normalized) is 0.446.